This data is from NCI-60 drug combinations with 297,098 pairs across 59 cell lines. The task is: Regression. Given two drug SMILES strings and cell line genomic features, predict the synergy score measuring deviation from expected non-interaction effect. Drug 1: C1CN1P(=S)(N2CC2)N3CC3. Synergy scores: CSS=18.4, Synergy_ZIP=-2.76, Synergy_Bliss=1.10, Synergy_Loewe=-10.2, Synergy_HSA=1.87. Drug 2: C1=NC2=C(N1)C(=S)N=CN2. Cell line: UACC62.